This data is from Reaction yield outcomes from USPTO patents with 853,638 reactions. The task is: Predict the reaction yield, written as a fraction of the theoretical maximum amount of product (1.0 means a 100% yield; for example, 0.34 means a 34% yield). The reactants are Br[C:2]1[CH:27]=[CH:26][C:5]2[N:6]=[C:7]([C:9]3[N:13](COCC[Si](C)(C)C)[C:12]4[CH:22]=[CH:23][CH:24]=[CH:25][C:11]=4[N:10]=3)[O:8][C:4]=2[CH:3]=1.C1(P(C2CCCCC2)C2C=CC=CC=2C2C(OC(C)C)=CC=CC=2OC(C)C)CCCCC1.[CH2:61]([N:68]1[CH2:73][CH2:72][NH:71][CH2:70][CH2:69]1)[C:62]1[CH:67]=[CH:66][CH:65]=[CH:64][CH:63]=1.[C:74]([OH:80])([C:76]([F:79])([F:78])[F:77])=[O:75]. The catalyst is C1COCC1.C[Si](C)(C)[N-][Si](C)(C)C.[Li+].C(Cl)Cl.CC(OC1C=CC=C(OC(C)C)C=1C1C([PH+](C2CCCCC2)C2CCCCC2)=CC=CC=1)C.CS(O)(=O)=O.C1C=[C-]C(C2C(N)=CC=CC=2)=CC=1.[Pd]. The product is [F:77][C:76]([F:79])([F:78])[C:74]([OH:80])=[O:75].[F:77][C:76]([F:79])([F:78])[C:74]([OH:80])=[O:75].[F:77][C:76]([F:79])([F:78])[C:74]([OH:80])=[O:75].[NH:13]1[C:12]2[CH:22]=[CH:23][CH:24]=[CH:25][C:11]=2[N:10]=[C:9]1[C:7]1[O:8][C:4]2[CH:3]=[C:2]([N:71]3[CH2:72][CH2:73][N:68]([CH2:61][C:62]4[CH:63]=[CH:64][CH:65]=[CH:66][CH:67]=4)[CH2:69][CH2:70]3)[CH:27]=[CH:26][C:5]=2[N:6]=1. The yield is 0.100.